This data is from Forward reaction prediction with 1.9M reactions from USPTO patents (1976-2016). The task is: Predict the product of the given reaction. Given the reactants N(C(=C[C:10]1C=CC=[C:15]2[C:11]=1[CH:12]=CN2)C(OC)=O)=[N+]=[N-].Br.[C:20]([O:23]CC)(=[O:22])C.[CH:26]1[C:30]2=[C:31]3[C:35]([CH:36]=[CH:37][C:29]2=[N:28][C:27]=1[C:38]([O:40][CH3:41])=[O:39])=[N:34][CH:33]=[CH:32]3.C1C2=C3C(=CC=C2NC1)NC(C(OC)=O)=C3.C(Cl)CCl, predict the reaction product. The product is: [C:11]([O:23][C:20]([N:34]1[C:35]2[C:31](=[C:30]3[C:29](=[CH:37][CH:36]=2)[NH:28][C:27]([C:38]([O:40][CH3:41])=[O:39])=[CH:26]3)[CH2:32][CH2:33]1)=[O:22])([CH3:10])([CH3:12])[CH3:15].